Dataset: Forward reaction prediction with 1.9M reactions from USPTO patents (1976-2016). Task: Predict the product of the given reaction. (1) Given the reactants [Cl:1][C:2]1[N:10]=[CH:9][N:8]=[C:7]2[C:3]=1[N:4]=[C:5]([CH2:16]O)[N:6]2[CH2:11][C:12]([CH3:15])([CH3:14])[CH3:13].P(Br)(Br)[Br:19], predict the reaction product. The product is: [Cl:1][C:2]1[N:10]=[CH:9][N:8]=[C:7]2[C:3]=1[N:4]=[C:5]([CH2:16][Br:19])[N:6]2[CH2:11][C:12]([CH3:15])([CH3:14])[CH3:13]. (2) Given the reactants [I-].[CH3:2][S+](C)(C)=O.[H-].[Na+].[CH3:9][O:10][C:11](=[O:34])[C:12]1[CH:17]=[CH:16][CH:15]=[C:14]([CH2:18][N:19]2[C:24](=[O:25])[CH:23]=[CH:22][C:21]([N:26]3[CH2:31][CH2:30][CH2:29][CH:28]([CH:32]=[O:33])[CH2:27]3)=[N:20]2)[CH:13]=1, predict the reaction product. The product is: [CH3:9][O:10][C:11](=[O:34])[C:12]1[CH:17]=[CH:16][CH:15]=[C:14]([CH2:18][N:19]2[C:24](=[O:25])[CH:23]=[CH:22][C:21]([N:26]3[CH2:31][CH2:30][CH2:29][CH:28]([CH:32]4[CH2:2][O:33]4)[CH2:27]3)=[N:20]2)[CH:13]=1. (3) Given the reactants [CH:1]12[CH2:10][CH:5]3[CH2:6][CH:7]([CH2:9][CH:3]([CH2:4]3)[CH:2]1[N:11]1[C:14](=[O:15])[C:13]([CH3:17])([CH3:16])[NH:12]1)[CH2:8]2.[Cl:18][C:19]1[CH:26]=[C:25]([F:27])[CH:24]=[CH:23][C:20]=1[CH2:21]Br, predict the reaction product. The product is: [Cl:18][C:19]1[CH:26]=[C:25]([F:27])[CH:24]=[CH:23][C:20]=1[CH2:21][N:12]1[C:13]([CH3:17])([CH3:16])[C:14](=[O:15])[N:11]1[CH:2]1[CH:3]2[CH2:4][CH:5]3[CH2:6][CH:7]([CH2:8][CH:1]1[CH2:10]3)[CH2:9]2. (4) Given the reactants [OH:1][C:2]1[N:6]([C:7]2[CH:8]=[C:9]([CH:13]=[CH:14][CH:15]=2)[C:10]([OH:12])=[O:11])[N:5]=[C:4]([CH3:16])[CH:3]=1.[C:17](OC(=O)C)(=[O:19])[CH3:18].Cl, predict the reaction product. The product is: [C:17]([C:3]1[C:4]([CH3:16])=[N:5][N:6]([C:7]2[CH:8]=[C:9]([CH:13]=[CH:14][CH:15]=2)[C:10]([OH:12])=[O:11])[C:2]=1[OH:1])(=[O:19])[CH3:18].